Dataset: Merck oncology drug combination screen with 23,052 pairs across 39 cell lines. Task: Regression. Given two drug SMILES strings and cell line genomic features, predict the synergy score measuring deviation from expected non-interaction effect. (1) Drug 1: O=C(O)C1(Cc2cccc(Nc3nccs3)n2)CCC(Oc2cccc(Cl)c2F)CC1. Drug 2: COC1=C2CC(C)CC(OC)C(O)C(C)C=C(C)C(OC(N)=O)C(OC)C=CC=C(C)C(=O)NC(=CC1=O)C2=O. Cell line: OVCAR3. Synergy scores: synergy=-0.181. (2) Drug 1: CCC1(O)CC2CN(CCc3c([nH]c4ccccc34)C(C(=O)OC)(c3cc4c(cc3OC)N(C)C3C(O)(C(=O)OC)C(OC(C)=O)C5(CC)C=CCN6CCC43C65)C2)C1. Drug 2: N#Cc1ccc(Cn2cncc2CN2CCN(c3cccc(Cl)c3)C(=O)C2)cc1. Cell line: SKMES1. Synergy scores: synergy=23.2. (3) Drug 1: CN1C(=O)C=CC2(C)C3CCC4(C)C(NC(=O)OCC(F)(F)F)CCC4C3CCC12. Drug 2: CCN(CC)CCNC(=O)c1c(C)[nH]c(C=C2C(=O)Nc3ccc(F)cc32)c1C. Cell line: SW620. Synergy scores: synergy=2.75. (4) Drug 1: O=S1(=O)NC2(CN1CC(F)(F)F)C1CCC2Cc2cc(C=CCN3CCC(C(F)(F)F)CC3)ccc2C1. Drug 2: CC1CC2C3CCC4=CC(=O)C=CC4(C)C3(F)C(O)CC2(C)C1(O)C(=O)CO. Cell line: SW837. Synergy scores: synergy=5.75. (5) Drug 1: O=P1(N(CCCl)CCCl)NCCCO1. Drug 2: COC1CC2CCC(C)C(O)(O2)C(=O)C(=O)N2CCCCC2C(=O)OC(C(C)CC2CCC(OP(C)(C)=O)C(OC)C2)CC(=O)C(C)C=C(C)C(O)C(OC)C(=O)C(C)CC(C)C=CC=CC=C1C. Cell line: A427. Synergy scores: synergy=22.8. (6) Drug 1: O=P1(N(CCCl)CCCl)NCCCO1. Drug 2: O=C(CCCCCCC(=O)Nc1ccccc1)NO. Cell line: NCIH2122. Synergy scores: synergy=13.5. (7) Drug 1: Nc1ccn(C2OC(CO)C(O)C2(F)F)c(=O)n1. Drug 2: NC1(c2ccc(-c3nc4ccn5c(=O)[nH]nc5c4cc3-c3ccccc3)cc2)CCC1. Cell line: HT29. Synergy scores: synergy=10.6. (8) Drug 1: CC(C)CC(NC(=O)C(Cc1ccccc1)NC(=O)c1cnccn1)B(O)O. Drug 2: CCc1c2c(nc3ccc(O)cc13)-c1cc3c(c(=O)n1C2)COC(=O)C3(O)CC. Cell line: OV90. Synergy scores: synergy=-23.9. (9) Drug 1: CCC1(O)CC2CN(CCc3c([nH]c4ccccc34)C(C(=O)OC)(c3cc4c(cc3OC)N(C)C3C(O)(C(=O)OC)C(OC(C)=O)C5(CC)C=CCN6CCC43C65)C2)C1. Drug 2: O=C(NOCC(O)CO)c1ccc(F)c(F)c1Nc1ccc(I)cc1F. Cell line: LNCAP. Synergy scores: synergy=12.7.